The task is: Regression. Given a peptide amino acid sequence and an MHC pseudo amino acid sequence, predict their binding affinity value. This is MHC class I binding data.. This data is from Peptide-MHC class I binding affinity with 185,985 pairs from IEDB/IMGT. (1) The peptide sequence is GTMPDLHDY. The MHC is Patr-B0101 with pseudo-sequence Patr-B0101. The binding affinity (normalized) is 0.266. (2) The peptide sequence is FLGRYMSAL. The binding affinity (normalized) is 1.00. The MHC is HLA-A02:03 with pseudo-sequence HLA-A02:03. (3) The peptide sequence is VLDVGGTGK. The MHC is HLA-A11:01 with pseudo-sequence HLA-A11:01. The binding affinity (normalized) is 0.403. (4) The MHC is HLA-A26:01 with pseudo-sequence HLA-A26:01. The binding affinity (normalized) is 0.445. The peptide sequence is GVVTTSGTY. (5) The peptide sequence is KQWPLSKEKI. The MHC is Mamu-B08 with pseudo-sequence Mamu-B08. The binding affinity (normalized) is 0.00447. (6) The peptide sequence is ELAPIRVNA. The MHC is HLA-B57:01 with pseudo-sequence HLA-B57:01. The binding affinity (normalized) is 0.0847. (7) The peptide sequence is LSSSEPHCA. The MHC is HLA-A24:02 with pseudo-sequence HLA-A24:02. The binding affinity (normalized) is 0.